This data is from Forward reaction prediction with 1.9M reactions from USPTO patents (1976-2016). The task is: Predict the product of the given reaction. The product is: [F:1][C:2]1[CH:10]=[C:9]([F:11])[C:8]([O:12][CH3:13])=[C:7]2[C:3]=1[C:4]([CH3:15])([CH3:14])[CH2:5][N:6]2[C:17]1[CH:22]=[CH:21][CH:20]=[CH:19][C:18]=1[N+:23]([O-:25])=[O:24]. Given the reactants [F:1][C:2]1[CH:10]=[C:9]([F:11])[C:8]([O:12][CH3:13])=[C:7]2[C:3]=1[C:4]([CH3:15])([CH3:14])[CH2:5][NH:6]2.Br[C:17]1[CH:22]=[CH:21][CH:20]=[CH:19][C:18]=1[N+:23]([O-:25])=[O:24].C1C=CC(P(C2C(C3C(P(C4C=CC=CC=4)C4C=CC=CC=4)=CC=C4C=3C=CC=C4)=C3C(C=CC=C3)=CC=2)C2C=CC=CC=2)=CC=1.C([O-])([O-])=O.[Cs+].[Cs+], predict the reaction product.